Dataset: Reaction yield outcomes from USPTO patents with 853,638 reactions. Task: Predict the reaction yield, written as a fraction of the theoretical maximum amount of product (1.0 means a 100% yield; for example, 0.34 means a 34% yield). (1) The product is [Cl:15][C:16]1[C:17]([F:38])=[C:18]([CH:27]2[CH2:30][N:29]([C:31]([O:33][C:34]([CH3:37])([CH3:36])[CH3:35])=[O:32])[CH2:28]2)[C:19]([O:25][CH3:26])=[C:20]([CH:22]([Cl:3])[CH3:23])[CH:21]=1. The reactants are N1C(Cl)=NC(Cl)=NC=1[Cl:3].CN(C=O)C.[Cl:15][C:16]1[C:17]([F:38])=[C:18]([CH:27]2[CH2:30][N:29]([C:31]([O:33][C:34]([CH3:37])([CH3:36])[CH3:35])=[O:32])[CH2:28]2)[C:19]([O:25][CH3:26])=[C:20]([CH:22](O)[CH3:23])[CH:21]=1.O. The yield is 0.530. The catalyst is ClCCl. (2) The reactants are [CH3:1][C:2]([C:6]1[NH:7][C:8]2[C:13]([CH:14]=1)=[CH:12][C:11]([N+:15]([O-])=O)=[CH:10][CH:9]=2)([CH3:5])[CH2:3][OH:4].O.O.[Sn](Cl)(Cl)(Cl)Cl. The catalyst is C(O)C.C(OCC)(=O)C.O. The product is [NH2:15][C:11]1[CH:12]=[C:13]2[C:8](=[CH:9][CH:10]=1)[NH:7][C:6]([C:2]([CH3:5])([CH3:1])[CH2:3][OH:4])=[CH:14]2. The yield is 0.980. (3) The reactants are [CH:1]1([CH2:4][C@:5]2([CH2:18][CH2:19]O)[C:10]([O:11][CH3:12])=[N:9][C@H:8]([CH:13]([CH3:15])[CH3:14])[C:7]([O:16][CH3:17])=[N:6]2)[CH2:3][CH2:2]1.C(Br)(Br)(Br)[Br:22].C1C=CC(P(C2C=CC=CC=2)C2C=CC=CC=2)=CC=1. The catalyst is C(Cl)Cl. The product is [Br:22][CH2:19][CH2:18][C@@:5]1([CH2:4][CH:1]2[CH2:3][CH2:2]2)[C:10]([O:11][CH3:12])=[N:9][C@H:8]([CH:13]([CH3:15])[CH3:14])[C:7]([O:16][CH3:17])=[N:6]1. The yield is 0.824. (4) The reactants are [CH2:1]([O:3]C(OCC)OCC)[CH3:2].[Br:11][CH2:12][CH2:13][C:14](=[O:18])[CH2:15][CH2:16][Br:17].C1(C)C=CC(S([O-])(=O)=O)=CC=1.[OH-].[K+]. The catalyst is C(O)CO. The product is [Br:11][CH2:12][CH2:13][C:14]1([CH2:15][CH2:16][Br:17])[O:3][CH2:1][CH2:2][O:18]1. The yield is 0.320. (5) The reactants are [O:1]1[CH2:5][C@H:4](O)[C@H:3]([OH:7])[CH2:2]1.I([O-])(=O)(=O)=O.[Na+].C(=O)([O-])[O-].[K+].[K+].C(OP([CH2:28][C:29]([O:31][CH2:32][CH3:33])=[O:30])(OCC)=O)C. The catalyst is CCCCCC.C(OCC)(=O)C. The product is [OH:7][CH:3]1[C:28]([C:29]([O:31][CH2:32][CH3:33])=[O:30])=[CH:4][CH2:5][O:1][CH2:2]1. The yield is 0.400. (6) The reactants are [CH3:1][C:2]1[CH:7]=[C:6]([C:8]2[CH:9]=[CH:10][C:11]3[N:17]4[CH2:18][C@H:14]([CH2:15][CH2:16]4)[NH:13][C:12]=3[N:19]=2)[CH:5]=[CH:4][N:3]=1.ClC(Cl)(O[C:24](=[O:30])OC(Cl)(Cl)Cl)Cl.C(N(CC)CC)C.[CH3:39][C:40]1[CH:45]=[CH:44][N:43]=[C:42]([NH2:46])[CH:41]=1. The catalyst is C1COCC1.CCOC(C)=O.CO. The product is [CH3:39][C:40]1[CH:45]=[CH:44][N:43]=[C:42]([NH:46][C:24]([N:13]2[C@@H:14]3[CH2:18][N:17]([CH2:16][CH2:15]3)[C:11]3[CH:10]=[CH:9][C:8]([C:6]4[CH:5]=[CH:4][N:3]=[C:2]([CH3:1])[CH:7]=4)=[N:19][C:12]2=3)=[O:30])[CH:41]=1. The yield is 0.341.